This data is from Catalyst prediction with 721,799 reactions and 888 catalyst types from USPTO. The task is: Predict which catalyst facilitates the given reaction. (1) Reactant: I[CH3:2].[H-].[Na+].[Br:5][C:6]1[CH:7]=[C:8]([CH:23]=[CH:24][CH:25]=1)[CH2:9][C@@H:10]([C:19]([O:21][CH3:22])=[O:20])[NH:11][C:12]([O:14][C:15]([CH3:18])([CH3:17])[CH3:16])=[O:13].O. Product: [Br:5][C:6]1[CH:7]=[C:8]([CH:23]=[CH:24][CH:25]=1)[CH2:9][C@@H:10]([C:19]([O:21][CH3:22])=[O:20])[N:11]([C:12]([O:14][C:15]([CH3:18])([CH3:17])[CH3:16])=[O:13])[CH3:2]. The catalyst class is: 54. (2) Reactant: [Cl:1][C:2]1[C:10]([Cl:11])=[CH:9][C:5]2[NH:6][CH:7]=[N:8][C:4]=2[CH:3]=1.[C:12]([C@H:16]1[CH2:20]OS(=O)(=O)[O:17]1)([CH3:15])([CH3:14])[CH3:13].C(=O)([O-])[O-].[K+].[K+].C(Cl)(=O)C. Product: [Cl:11][C:10]1[C:2]([Cl:1])=[CH:3][C:4]2[N:8]([CH2:20][C@@H:16]([OH:17])[C:12]([CH3:15])([CH3:14])[CH3:13])[CH:7]=[N:6][C:5]=2[CH:9]=1. The catalyst class is: 405. (3) Reactant: ClC(Cl)(O[C:5](=[O:11])OC(Cl)(Cl)Cl)Cl.[NH2:13][C:14]1[CH:23]=[CH:22][C:21]([C:24]([C:26]2[N:30]3[CH:31]=[CH:32][CH:33]=[CH:34][C:29]3=[C:28]([C:35]3[CH:40]=[CH:39][CH:38]=[C:37]([C:41]([O:43][CH3:44])=[O:42])[CH:36]=3)[N:27]=2)=[O:25])=[CH:20][C:15]=1[C:16]([O:18][CH3:19])=[O:17].[CH2:45]([NH2:48])[CH2:46][CH3:47].C(N(CC)CC)C. Product: [CH3:44][O:43][C:41]([C:37]1[CH:36]=[C:35]([C:28]2[N:27]=[C:26]([C:24]([C:21]3[CH:22]=[CH:23][C:14]([NH:13][C:5](=[O:11])[NH:48][CH2:45][CH2:46][CH3:47])=[C:15]([CH:20]=3)[C:16]([O:18][CH3:19])=[O:17])=[O:25])[N:30]3[CH:31]=[CH:32][CH:33]=[CH:34][C:29]=23)[CH:40]=[CH:39][CH:38]=1)=[O:42]. The catalyst class is: 38. (4) Reactant: [C:1]([C:3](=[C:8]([NH:11][C:12]1[CH:13]=[N:14][CH:15]=[CH:16][C:17]=1[CH3:18])SC)[C:4]([O:6]C)=O)#[N:2].Cl.[CH:20]1([CH2:26][C:27]([NH2:29])=[NH:28])[CH2:25][CH2:24][CH2:23][CH2:22][CH2:21]1.C(=O)([O-])[O-].[K+].[K+]. Product: [CH:20]1([CH2:26][C:27]2[NH:29][C:4](=[O:6])[C:3]([C:1]#[N:2])=[C:8]([NH:11][C:12]3[CH:13]=[N:14][CH:15]=[CH:16][C:17]=3[CH3:18])[N:28]=2)[CH2:25][CH2:24][CH2:23][CH2:22][CH2:21]1. The catalyst class is: 3. (5) The catalyst class is: 6. Product: [F:6][C:7]1[C:8]([C:17]2[NH:19][O:1][C:20](=[O:21])[N:27]=2)=[N:9][CH:10]=[CH:11][C:12]=1[C:13]([F:16])([F:15])[F:14]. Reactant: [O:1]1CCCC1.[F:6][C:7]1[C:8]([C:17]([NH2:19])=O)=[N:9][CH:10]=[CH:11][C:12]=1[C:13]([F:16])([F:15])[F:14].[C:20]([N:27]1C=CN=C1)(N1C=CN=C1)=[O:21].N12CCCN=C1CCCCC2. (6) Reactant: [C:1]([C:3]1([C:16]2[CH:21]=[CH:20][CH:19]=[C:18]([Cl:22])[C:17]=2[Cl:23])[CH2:8][CH2:7][N:6]([C:9]([O:11][C:12]([CH3:15])([CH3:14])[CH3:13])=[O:10])[CH2:5][CH2:4]1)#[N:2].[H][H]. Product: [NH2:2][CH2:1][C:3]1([C:16]2[CH:21]=[CH:20][CH:19]=[C:18]([Cl:22])[C:17]=2[Cl:23])[CH2:8][CH2:7][N:6]([C:9]([O:11][C:12]([CH3:15])([CH3:14])[CH3:13])=[O:10])[CH2:5][CH2:4]1. The catalyst class is: 834. (7) Reactant: [CH2:1]([O:3][C:4]([C:6]1[NH:10][N:9]=[CH:8][C:7]=1[CH2:11][N:12]1[CH2:16][CH:15]2[CH2:17][N:18]([C:20]([O:22][CH:23]([C:28]([F:31])([F:30])[F:29])[C:24]([F:27])([F:26])[F:25])=[O:21])[CH2:19][CH:14]2[CH2:13]1)=[O:5])[CH3:2].C([O-])([O-])=O.[Cs+].[Cs+].I[CH2:39][CH3:40]. Product: [CH2:1]([O:3][C:4]([C:6]1[N:10]([CH2:39][CH3:40])[N:9]=[CH:8][C:7]=1[CH2:11][N:12]1[CH2:16][CH:15]2[CH2:17][N:18]([C:20]([O:22][CH:23]([C:28]([F:31])([F:30])[F:29])[C:24]([F:25])([F:26])[F:27])=[O:21])[CH2:19][CH:14]2[CH2:13]1)=[O:5])[CH3:2]. The catalyst class is: 10.